From a dataset of Forward reaction prediction with 1.9M reactions from USPTO patents (1976-2016). Predict the product of the given reaction. (1) Given the reactants [CH2:1]([N:3]1[CH2:8][C:7]([CH3:10])([CH3:9])[O:6][C:5](=[O:11])[CH:4]1[CH2:12][C:13]([OH:15])=O)[CH3:2].C(N(C(C)C)CC)(C)C.CN(C(ON1N=NC2C=CC=NC1=2)=[N+](C)C)C.F[P-](F)(F)(F)(F)F.[F:49][C:50]([F:60])([F:59])[C:51]1[CH:58]=[CH:57][CH:56]=[CH:55][C:52]=1[CH2:53][NH2:54], predict the reaction product. The product is: [CH2:1]([N:3]1[CH2:8][C:7]([CH3:9])([CH3:10])[O:6][C:5](=[O:11])[CH:4]1[CH2:12][C:13]([NH:54][CH2:53][C:52]1[CH:55]=[CH:56][CH:57]=[CH:58][C:51]=1[C:50]([F:49])([F:59])[F:60])=[O:15])[CH3:2]. (2) Given the reactants O[CH2:2][C:3]([C:5]1[CH:10]=[CH:9][CH:8]=[CH:7][CH:6]=1)=[O:4].[CH3:11][N:12]([CH3:21])[C:13]1[CH:20]=[CH:19][C:16]([CH:17]=O)=[CH:15][CH:14]=1.Cl.C([OH:25])C, predict the reaction product. The product is: [CH3:21][N:12]([CH3:11])[C:13]1[CH:20]=[CH:19][C:16](/[CH:17]=[CH:2]/[C:3]([C:5]2[CH:6]=[CH:7][CH:8]=[CH:9][C:10]=2[OH:25])=[O:4])=[CH:15][CH:14]=1.